Dataset: Reaction yield outcomes from USPTO patents with 853,638 reactions. Task: Predict the reaction yield, written as a fraction of the theoretical maximum amount of product (1.0 means a 100% yield; for example, 0.34 means a 34% yield). (1) The reactants are [Cl:1][C:2]1[CH:3]=[C:4]([NH:9][C:10]2[C:19]3[C:14](=[CH:15][C:16]([O:22][CH2:23][CH:24]4[O:29][CH2:28][CH2:27][NH:26][CH2:25]4)=[C:17]([O:20][CH3:21])[CH:18]=3)[N:13]=[CH:12][N:11]=2)[CH:5]=[CH:6][C:7]=1[Cl:8].[CH2:30]=O. The catalyst is C(O)=O.O. The product is [Cl:1][C:2]1[CH:3]=[C:4]([NH:9][C:10]2[C:19]3[C:14](=[CH:15][C:16]([O:22][CH2:23][CH:24]4[O:29][CH2:28][CH2:27][N:26]([CH3:30])[CH2:25]4)=[C:17]([O:20][CH3:21])[CH:18]=3)[N:13]=[CH:12][N:11]=2)[CH:5]=[CH:6][C:7]=1[Cl:8]. The yield is 0.910. (2) The reactants are [NH2:1][C:2]1[C:11]([O:12][CH3:13])=[N:10][C:9]2[C:4](=[CH:5][C:6]([CH3:15])=[C:7]([CH3:14])[CH:8]=2)[N:3]=1.Cl[C:17]([O:19][CH2:20][CH3:21])=[O:18].N1C=CC=CC=1. The catalyst is ClCCl. The product is [CH3:13][O:12][C:11]1[C:2]([NH:1][C:17](=[O:18])[O:19][CH2:20][CH3:21])=[N:3][C:4]2[C:9](=[CH:8][C:7]([CH3:14])=[C:6]([CH3:15])[CH:5]=2)[N:10]=1. The yield is 0.840. (3) The reactants are CO[C:3]([C:5]1([CH3:26])[CH2:17][C:16]2[C:15]3[C:10](=[CH:11][CH:12]=[C:13]([Cl:18])[CH:14]=3)[NH:9][C:8]=2[CH:7]([C:19]2[CH:24]=[CH:23][CH:22]=[C:21]([OH:25])[CH:20]=2)[NH:6]1)=[O:4].[Br:27][CH2:28][CH2:29][N:30]=[C:31]=[O:32]. The catalyst is CC(=O)CC. The product is [Br:27][CH2:28][CH2:29][N:30]1[C:31](=[O:32])[N:6]2[CH:7]([C:19]3[CH:24]=[CH:23][CH:22]=[C:21]([OH:25])[CH:20]=3)[C:8]3[NH:9][C:10]4[C:15]([C:16]=3[CH2:17][C:5]2([CH3:26])[C:3]1=[O:4])=[CH:14][C:13]([Cl:18])=[CH:12][CH:11]=4. The yield is 0.620. (4) The reactants are C([O:3][C:4]([C:6]1[C:15](=[O:16])[C:14]2[C:9](=[CH:10][CH:11]=[CH:12][C:13]=2[OH:17])[NH:8][CH:7]=1)=[O:5])C. The catalyst is [OH-].[Na+]. The product is [OH:17][C:13]1[CH:12]=[CH:11][CH:10]=[C:9]2[C:14]=1[C:15](=[O:16])[C:6]([C:4]([OH:5])=[O:3])=[CH:7][NH:8]2. The yield is 0.870. (5) The catalyst is C1COCC1. The reactants are Cl.[Cl:2][C:3]1[CH:4]=[C:5]([N:9]2[C:13]([CH2:14][NH2:15])=[CH:12][C:11]([C:16]([F:19])([F:18])[F:17])=[N:10]2)[CH:6]=[CH:7][CH:8]=1.[F:20][C:21]1[CH:22]=[C:23]([NH:30][C:31](=O)[O:32]C2C=CC=CC=2)[CH:24]=[CH:25][C:26]=1[CH2:27][CH2:28][OH:29]. The yield is 0.450. The product is [Cl:2][C:3]1[CH:4]=[C:5]([N:9]2[C:13]([CH2:14][NH:15][C:31]([NH:30][C:23]3[CH:24]=[CH:25][C:26]([CH2:27][CH2:28][OH:29])=[C:21]([F:20])[CH:22]=3)=[O:32])=[CH:12][C:11]([C:16]([F:17])([F:18])[F:19])=[N:10]2)[CH:6]=[CH:7][CH:8]=1. (6) The reactants are Br[C:2]1[CH:24]=[CH:23][C:5]2[C:6]3[N:7]([CH:11]=[C:12]([C:14]4[N:18]([CH:19]([CH3:21])[CH3:20])[N:17]=[C:16]([NH2:22])[N:15]=4)[N:13]=3)[CH2:8][CH2:9][O:10][C:4]=2[CH:3]=1.P([O-])([O-])([O-])=O.[K+].[K+].[K+].[CH:33]1(B2OC(C)(C)C(C)(C)O2)[CH2:35][CH2:34]1. The catalyst is C1COCC1.O.CCOC(C)=O. The product is [CH:33]1([C:2]2[CH:24]=[CH:23][C:5]3[C:6]4[N:7]([CH:11]=[C:12]([C:14]5[N:18]([CH:19]([CH3:21])[CH3:20])[N:17]=[C:16]([NH2:22])[N:15]=5)[N:13]=4)[CH2:8][CH2:9][O:10][C:4]=3[CH:3]=2)[CH2:35][CH2:34]1. The yield is 0.140. (7) The reactants are [C:1]([N:4]1[C:13]2[C:8](=[CH:9][C:10]([C:14]3[CH:22]=[CH:21][C:17]([C:18](O)=[O:19])=[CH:16][CH:15]=3)=[CH:11][CH:12]=2)[C@H:7]([NH:23][C:24]2[CH:29]=[CH:28][C:27]([Cl:30])=[CH:26][CH:25]=2)[CH2:6][C@@H:5]1[CH3:31])(=[O:3])[CH3:2].C1C=CC2N(O)N=[N:38]C=2C=1.N.C(Cl)CCl.C(N1CCOCC1)C.CCN=C=NCCCN(C)C. The catalyst is ClCCl. The product is [C:1]([N:4]1[C:13]2[C:8](=[CH:9][C:10]([C:14]3[CH:15]=[CH:16][C:17]([C:18]([NH2:38])=[O:19])=[CH:21][CH:22]=3)=[CH:11][CH:12]=2)[C@H:7]([NH:23][C:24]2[CH:29]=[CH:28][C:27]([Cl:30])=[CH:26][CH:25]=2)[CH2:6][C@@H:5]1[CH3:31])(=[O:3])[CH3:2]. The yield is 0.690.